From a dataset of Full USPTO retrosynthesis dataset with 1.9M reactions from patents (1976-2016). Predict the reactants needed to synthesize the given product. (1) Given the product [NH2:20][C:3]1[C:4](=[O:19])[N:5]([CH2:10][C:11]2[CH:16]=[CH:15][C:14]([O:17][CH3:18])=[CH:13][CH:12]=2)[C:6](=[O:9])[N:7]([CH3:8])[C:2]=1[NH2:1], predict the reactants needed to synthesize it. The reactants are: [NH2:1][C:2]1[N:7]([CH3:8])[C:6](=[O:9])[N:5]([CH2:10][C:11]2[CH:16]=[CH:15][C:14]([O:17][CH3:18])=[CH:13][CH:12]=2)[C:4](=[O:19])[C:3]=1[N:20]=O.S(S([O-])=O)([O-])=O.[Na+].[Na+]. (2) Given the product [C:20]([O:24][C:25]([N:27]1[CH2:32][CH2:31][CH:30]([CH2:33][N:11]2[CH:12]=[N:13][C:9]([C:7]([CH:1]3[CH2:2][CH2:3][CH2:4][CH2:5][CH2:6]3)([OH:8])[C:14]3[CH:19]=[CH:18][CH:17]=[CH:16][CH:15]=3)=[N:10]2)[CH2:29][CH2:28]1)=[O:26])([CH3:23])([CH3:21])[CH3:22], predict the reactants needed to synthesize it. The reactants are: [CH:1]1([C:7]([C:14]2[CH:19]=[CH:18][CH:17]=[CH:16][CH:15]=2)([C:9]2[N:13]=[CH:12][NH:11][N:10]=2)[OH:8])[CH2:6][CH2:5][CH2:4][CH2:3][CH2:2]1.[C:20]([O:24][C:25]([N:27]1[CH2:32][CH2:31][CH:30]([CH2:33]Br)[CH2:29][CH2:28]1)=[O:26])([CH3:23])([CH3:22])[CH3:21]. (3) Given the product [CH:2]([C:3]1[CH:8]=[CH:7][C:6]([CH2:9][C:10]([OH:12])=[O:11])=[CH:5][CH:4]=1)=[O:1], predict the reactants needed to synthesize it. The reactants are: [OH:1][CH2:2][C:3]1[CH:8]=[CH:7][C:6]([CH2:9][C:10]([OH:12])=[O:11])=[CH:5][CH:4]=1.